From a dataset of Catalyst prediction with 721,799 reactions and 888 catalyst types from USPTO. Predict which catalyst facilitates the given reaction. Reactant: [Br:1][C:2]1[CH:3]=[CH:4][C:5]([Cl:19])=[C:6]([CH:18]=1)[CH2:7][C:8]1[CH:17]=[CH:16][C:11]([O:12][CH2:13][CH2:14][OH:15])=[CH:10][CH:9]=1.N1C=CC=CC=1.[S:26](Cl)([C:29]1[CH:35]=[CH:34][C:32]([CH3:33])=[CH:31][CH:30]=1)(=[O:28])=[O:27].CC(=O)OCC. Product: [CH3:33][C:32]1[CH:34]=[CH:35][C:29]([S:26]([O:15][CH2:14][CH2:13][O:12][C:11]2[CH:16]=[CH:17][C:8]([CH2:7][C:6]3[CH:18]=[C:2]([Br:1])[CH:3]=[CH:4][C:5]=3[Cl:19])=[CH:9][CH:10]=2)(=[O:28])=[O:27])=[CH:30][CH:31]=1. The catalyst class is: 34.